This data is from Reaction yield outcomes from USPTO patents with 853,638 reactions. The task is: Predict the reaction yield, written as a fraction of the theoretical maximum amount of product (1.0 means a 100% yield; for example, 0.34 means a 34% yield). (1) The catalyst is C(#N)C.CN(C)C1C=CN=CC=1.C(N(CC)CC)C. The yield is 0.910. The product is [CH3:1][O:2][CH2:3][CH2:4][O:5][C:6]1[CH:11]=[CH:10][C:9](/[CH:12]=[CH:13]/[C:14]([NH:64][S:61]([CH2:56][CH2:57][CH2:58][CH2:59][CH3:60])(=[O:63])=[O:62])=[O:15])=[C:8]([O:17][CH2:18][C:19]2[N:20]=[C:21]([C:25]3[CH:26]=[CH:27][CH:28]=[CH:29][CH:30]=3)[O:22][C:23]=2[CH3:24])[CH:7]=1. The reactants are [CH3:1][O:2][CH2:3][CH2:4][O:5][C:6]1[CH:11]=[CH:10][C:9](/[CH:12]=[CH:13]/[C:14](O)=[O:15])=[C:8]([O:17][CH2:18][C:19]2[N:20]=[C:21]([C:25]3[CH:30]=[CH:29][CH:28]=[CH:27][CH:26]=3)[O:22][C:23]=2[CH3:24])[CH:7]=1.CC1C=CC=C([N+]([O-])=O)C=1C(OC(=O)C1C([N+]([O-])=O)=CC=CC=1C)=O.[CH2:56]([S:61]([NH2:64])(=[O:63])=[O:62])[CH2:57][CH2:58][CH2:59][CH3:60].[Cl-].[NH4+]. (2) The reactants are [CH3:1][C:2]1[CH:3]=[CH:4][CH:5]=[C:6]2[C:11]=1[N:10]=[CH:9][CH:8]=[CH:7]2.C1C(=O)N([Br:19])C(=O)C1. The catalyst is C(OOC(=O)C1C=CC=CC=1)(=O)C1C=CC=CC=1.C(Cl)(Cl)(Cl)Cl. The product is [Br:19][CH2:1][C:2]1[CH:3]=[CH:4][CH:5]=[C:6]2[C:11]=1[N:10]=[CH:9][CH:8]=[CH:7]2. The yield is 0.830. (3) The reactants are [Br:1][C:2]1[CH:10]=[C:9]2[C:5]([CH:6]=[CH:7][NH:8]2)=[CH:4][CH:3]=1.[F:11][C:12]([F:23])([F:22])[C:13](O[C:13](=[O:14])[C:12]([F:23])([F:22])[F:11])=[O:14]. The catalyst is C1COCC1. The product is [Br:1][C:2]1[CH:10]=[C:9]2[C:5]([C:6]([C:13](=[O:14])[C:12]([F:23])([F:22])[F:11])=[CH:7][NH:8]2)=[CH:4][CH:3]=1. The yield is 0.920. (4) The reactants are [Si:1]([O:18][CH2:19][C:20]1[C:25]([S:26]([CH3:29])(=[O:28])=[O:27])=[CH:24][C:23]([NH:30][S:31]([CH3:34])(=[O:33])=[O:32])=[C:22](I)[CH:21]=1)([C:14]([CH3:17])([CH3:16])[CH3:15])([C:8]1[CH:13]=[CH:12][CH:11]=[CH:10][CH:9]=1)[C:2]1[CH:7]=[CH:6][CH:5]=[CH:4][CH:3]=1.[CH3:36][CH:37]([CH3:42])[CH:38]([OH:41])[C:39]#[CH:40]. The catalyst is C1COCC1.CCN(CC)CC.CCOC(C)=O.Cl[Pd](Cl)([P](C1C=CC=CC=1)(C1C=CC=CC=1)C1C=CC=CC=1)[P](C1C=CC=CC=1)(C1C=CC=CC=1)C1C=CC=CC=1.[Cu]I. The product is [Si:1]([O:18][CH2:19][C:20]1[CH:21]=[C:22]2[C:23](=[CH:24][C:25]=1[S:26]([CH3:29])(=[O:28])=[O:27])[N:30]([S:31]([CH3:34])(=[O:33])=[O:32])[C:39]([CH:38]([OH:41])[CH:37]([CH3:42])[CH3:36])=[CH:40]2)([C:14]([CH3:17])([CH3:16])[CH3:15])([C:8]1[CH:13]=[CH:12][CH:11]=[CH:10][CH:9]=1)[C:2]1[CH:7]=[CH:6][CH:5]=[CH:4][CH:3]=1. The yield is 0.900.